The task is: Regression. Given a peptide amino acid sequence and an MHC pseudo amino acid sequence, predict their binding affinity value. This is MHC class I binding data.. This data is from Peptide-MHC class I binding affinity with 185,985 pairs from IEDB/IMGT. (1) The peptide sequence is WNSGYDWITD. The MHC is HLA-A32:01 with pseudo-sequence HLA-A32:01. The binding affinity (normalized) is 0.216. (2) The peptide sequence is NSWDVFGNWF. The MHC is Mamu-A2201 with pseudo-sequence Mamu-A2201. The binding affinity (normalized) is 0. (3) The peptide sequence is AITRILQQL. The MHC is HLA-A02:01 with pseudo-sequence HLA-A02:01. The binding affinity (normalized) is 0.157. (4) The peptide sequence is YLRQRQAAL. The MHC is HLA-B40:01 with pseudo-sequence HLA-B40:01. The binding affinity (normalized) is 0.0847. (5) The peptide sequence is DSVKSILKWH. The MHC is HLA-A33:01 with pseudo-sequence HLA-A33:01. The binding affinity (normalized) is 0.0379. (6) The peptide sequence is RCQAIRKK. The MHC is Mamu-B08 with pseudo-sequence Mamu-B08. The binding affinity (normalized) is 0.300. (7) The peptide sequence is VHPVHAGPIA. The MHC is HLA-A31:01 with pseudo-sequence HLA-A31:01. The binding affinity (normalized) is 0. (8) The peptide sequence is HPRVSSEVHI. The MHC is HLA-B07:02 with pseudo-sequence HLA-B07:02. The binding affinity (normalized) is 0.759.